Dataset: Peptide-MHC class I binding affinity with 185,985 pairs from IEDB/IMGT. Task: Regression. Given a peptide amino acid sequence and an MHC pseudo amino acid sequence, predict their binding affinity value. This is MHC class I binding data. (1) The peptide sequence is RMRGAHTNDVK. The MHC is HLA-A01:01 with pseudo-sequence HLA-A01:01. The binding affinity (normalized) is 0. (2) The peptide sequence is PYLFWLAAI. The MHC is HLA-A23:01 with pseudo-sequence HLA-A23:01. The binding affinity (normalized) is 0.920. (3) The peptide sequence is HTQTAGPWHL. The MHC is HLA-A01:01 with pseudo-sequence HLA-A01:01. The binding affinity (normalized) is 0. (4) The peptide sequence is GSVNVVYTF. The MHC is HLA-A03:01 with pseudo-sequence HLA-A03:01. The binding affinity (normalized) is 0.0642. (5) The peptide sequence is AIKVLRGFK. The MHC is HLA-A03:01 with pseudo-sequence HLA-A03:01. The binding affinity (normalized) is 0.558. (6) The binding affinity (normalized) is 0.0568. The peptide sequence is IRQAGVQY. The MHC is HLA-B35:01 with pseudo-sequence HLA-B35:01. (7) The peptide sequence is LVLQAGFFL. The MHC is HLA-A68:02 with pseudo-sequence HLA-A68:02. The binding affinity (normalized) is 0.256. (8) The peptide sequence is YEFLQPILL. The MHC is HLA-A33:01 with pseudo-sequence HLA-A33:01. The binding affinity (normalized) is 0.0160.